From a dataset of Reaction yield outcomes from USPTO patents with 853,638 reactions. Predict the reaction yield, written as a fraction of the theoretical maximum amount of product (1.0 means a 100% yield; for example, 0.34 means a 34% yield). (1) The reactants are [O:1]1[C:7]2[CH:8]=[CH:9][C:10]([C:12]3[CH:17]=[CH:16][C:15]([C:18]4[N:19]([C:23]([O:25][CH2:26][CH:27]([CH3:29])[CH3:28])=[O:24])[CH:20]=[CH:21][N:22]=4)=[CH:14][CH:13]=3)=[CH:11][C:6]=2[CH2:5][NH:4][CH2:3][CH2:2]1.C(N(C(C)C)CC)(C)C.[F:39][C:40]1[CH:45]=[CH:44][C:43]([CH:46]2[CH2:51][C:50](=[O:52])[CH2:49][CH2:48][N:47]2[C:53](Cl)=[O:54])=[CH:42][CH:41]=1. The product is [F:39][C:40]1[CH:45]=[CH:44][C:43]([CH:46]2[CH2:51][C:50](=[O:52])[CH2:49][CH2:48][N:47]2[C:53]([N:4]2[CH2:5][C:6]3[CH:11]=[C:10]([C:12]4[CH:13]=[CH:14][C:15]([C:18]5[N:19]([C:23]([O:25][CH2:26][CH:27]([CH3:29])[CH3:28])=[O:24])[CH:20]=[CH:21][N:22]=5)=[CH:16][CH:17]=4)[CH:9]=[CH:8][C:7]=3[O:1][CH2:2][CH2:3]2)=[O:54])=[CH:42][CH:41]=1. The yield is 0.800. The catalyst is O1CCCC1.C(OCC)(=O)C. (2) The reactants are C=[C:2]1[CH2:8][CH2:7][C:6]2[CH:9]=[C:10]([CH:13]([OH:15])[CH3:14])[CH:11]=[CH:12][C:5]=2[O:4][CH2:3]1.[OH:16]C(C(O)(C)C)(C)C.I([O-])(=O)(=O)=O.[Na+].C(Cl)(Cl)(Cl)Cl.C(#N)C.O.S([O-])([O-])(=O)=S.[Na+].[Na+]. The catalyst is O.O.O.[Ru](Cl)(Cl)Cl.ClCCl. The product is [C:13]([C:10]1[CH:11]=[CH:12][C:5]2[O:4][CH2:3][C:2](=[O:16])[CH2:8][CH2:7][C:6]=2[CH:9]=1)(=[O:15])[CH3:14]. The yield is 0.550. (3) The reactants are [F:1][C:2]1[CH:7]=[C:6](I)[CH:5]=[CH:4][C:3]=1[N:9]1[CH:14]=[C:13]([O:15][CH3:16])[C:12](=[O:17])[C:11]([C:18]2[N:22]([C:23]3[CH:28]=[CH:27][CH:26]=[CH:25][CH:24]=3)[N:21]=[CH:20][CH:19]=2)=[N:10]1.[CH3:29][C:30]1([CH3:36])[CH2:34][NH:33][C:32](=[O:35])[CH2:31]1.N[C@@H]1CCCC[C@H]1N.[O-]P([O-])([O-])=O.[K+].[K+].[K+].C([O-])(O)=O.[Na+]. The catalyst is O1CCOCC1.[Cu]I. The product is [CH3:29][C:30]1([CH3:36])[CH2:34][N:33]([C:6]2[CH:5]=[CH:4][C:3]([N:9]3[CH:14]=[C:13]([O:15][CH3:16])[C:12](=[O:17])[C:11]([C:18]4[N:22]([C:23]5[CH:28]=[CH:27][CH:26]=[CH:25][CH:24]=5)[N:21]=[CH:20][CH:19]=4)=[N:10]3)=[C:2]([F:1])[CH:7]=2)[C:32](=[O:35])[CH2:31]1. The yield is 0.600. (4) The reactants are CC([O-])(C)C.[K+].CC1C=CC(S([CH2:17][N+:18]#[C-])(=O)=O)=CC=1.[F:20][C:21]1[CH:22]=[C:23]([CH:26]=[CH:27][C:28]=1[O:29][CH3:30])[CH:24]=O.CO. The catalyst is C1COCC1.O. The product is [F:20][C:21]1[CH:22]=[C:23]([CH2:24][C:17]#[N:18])[CH:26]=[CH:27][C:28]=1[O:29][CH3:30]. The yield is 0.580. (5) The reactants are [Cl:1][C:2]1[CH:3]=[C:4]([CH:8]=[C:9]([Cl:12])[C:10]=1[OH:11])[C:5]([OH:7])=O.C(N(CC)CC)C.Cl.CN(C)CCCN=C=NCC.OC1C=CC=C[N+]=1[O-].[CH:40]1[C:53]2[N:52]([CH2:54][C:55]([NH:57][NH2:58])=[O:56])[C:51]3[C:46](=[CH:47][CH:48]=[CH:49][CH:50]=3)[S:45][C:44]=2[CH:43]=[CH:42][CH:41]=1. The catalyst is CN(C=O)C.O. The product is [CH:50]1[C:51]2[N:52]([CH2:54][C:55]([NH:57][NH:58][C:5](=[O:7])[C:4]3[CH:8]=[C:9]([Cl:12])[C:10]([OH:11])=[C:2]([Cl:1])[CH:3]=3)=[O:56])[C:53]3[C:44](=[CH:43][CH:42]=[CH:41][CH:40]=3)[S:45][C:46]=2[CH:47]=[CH:48][CH:49]=1. The yield is 0.900. (6) The reactants are [NH2:1][C:2]1[CH:3]=[CH:4][C:5]([C:12]#[N:13])=[C:6]([C:8]([F:11])([F:10])[F:9])[CH:7]=1.C(OCCCC)(=O)C.[C:22]1(=[O:28])[O:27][C:25](=[O:26])[CH:24]=[CH:23]1. The catalyst is CCCCCCC. The product is [C:12]([C:5]1[CH:4]=[CH:3][C:2]([NH:1][C:22]([CH:23]=[CH:24][C:25]([OH:27])=[O:26])=[O:28])=[CH:7][C:6]=1[C:8]([F:9])([F:10])[F:11])#[N:13]. The yield is 0.950.